From a dataset of Forward reaction prediction with 1.9M reactions from USPTO patents (1976-2016). Predict the product of the given reaction. (1) Given the reactants [Cl:1][C:2]1[CH:11]=[CH:10][C:9]2[C:8](=[O:12])[CH2:7][CH2:6][CH2:5][C:4]=2[N:3]=1.[CH3:13][Mg]Cl, predict the reaction product. The product is: [Cl:1][C:2]1[CH:11]=[CH:10][C:9]2[C:8]([CH3:13])([OH:12])[CH2:7][CH2:6][CH2:5][C:4]=2[N:3]=1. (2) Given the reactants [Cl:1][C:2]1[CH:7]=[CH:6][C:5]([NH2:8])=[C:4](I)[CH:3]=1.[Cl:10][C:11]1[CH:16]=[CH:15][CH:14]=[CH:13][C:12]=1[C:17]#[CH:18].C(NCC)C, predict the reaction product. The product is: [Cl:1][C:2]1[CH:7]=[CH:6][C:5]([NH2:8])=[C:4]([C:18]#[C:17][C:12]2[CH:13]=[CH:14][CH:15]=[CH:16][C:11]=2[Cl:10])[CH:3]=1.